Task: Predict the reactants needed to synthesize the given product.. Dataset: Full USPTO retrosynthesis dataset with 1.9M reactions from patents (1976-2016) Given the product [NH2:1][C:4]1[CH:17]=[CH:16][C:7]([C:8]([NH:10][C:11]2[S:12][CH:13]=[CH:14][N:15]=2)=[O:9])=[C:6]([O:18][CH2:19][CH2:20][CH3:21])[CH:5]=1, predict the reactants needed to synthesize it. The reactants are: [N+:1]([C:4]1[CH:17]=[CH:16][C:7]([C:8]([NH:10][C:11]2[S:12][CH:13]=[CH:14][N:15]=2)=[O:9])=[C:6]([O:18][CH2:19][CH2:20][CH3:21])[CH:5]=1)([O-])=O.C(O)(=O)C.